This data is from Peptide-MHC class I binding affinity with 185,985 pairs from IEDB/IMGT. The task is: Regression. Given a peptide amino acid sequence and an MHC pseudo amino acid sequence, predict their binding affinity value. This is MHC class I binding data. The peptide sequence is ATSGYRIAY. The MHC is HLA-B07:02 with pseudo-sequence HLA-B07:02. The binding affinity (normalized) is 0.0847.